The task is: Predict the reactants needed to synthesize the given product.. This data is from Full USPTO retrosynthesis dataset with 1.9M reactions from patents (1976-2016). (1) Given the product [CH2:1]([N:3]([CH2:31][C:32]1[CH:33]=[CH:34][C:35]([O:38][CH2:41][CH2:42][N:44]([CH2:46][CH2:47][O:48][CH3:49])[CH3:45])=[CH:36][CH:37]=1)[C:4]1[CH:9]=[C:8]([O:10][CH3:11])[C:7]([O:12][CH3:13])=[CH:6][C:5]=1[CH:14]1[CH2:23][CH2:22][C:21]2[CH:20]=[C:19]([OH:24])[CH:18]=[CH:17][C:16]=2[CH2:15]1)[CH3:2], predict the reactants needed to synthesize it. The reactants are: [CH2:1]([N:3]([C:31](=O)[C:32]1[CH:37]=[CH:36][C:35]([OH:38])=[CH:34][CH:33]=1)[C:4]1[CH:9]=[C:8]([O:10][CH3:11])[C:7]([O:12][CH3:13])=[CH:6][C:5]=1[CH:14]1[CH2:23][CH2:22][C:21]2[CH:20]=[C:19]([O:24]C(=O)C(C)(C)C)[CH:18]=[CH:17][C:16]=2[CH2:15]1)[CH3:2].Cl[CH2:41][C:42]([N:44]([CH2:46][CH2:47][O:48][CH3:49])[CH3:45])=O. (2) The reactants are: [Br:1][C:2]1[CH:3]=[C:4]2[C:9](Cl)=[C:8]([C:11]([NH2:13])=[O:12])[CH:7]=[N:6][N:5]2[CH:14]=1.Cl.[F:16][C:17]1([C@H:20]([NH2:22])[CH3:21])[CH2:19][CH2:18]1.FC1([C@H](NC2C3N(C=CC=3)N=CC=2C(N)=O)C)CC1.C(N(C(C)C)CC)(C)C. Given the product [Br:1][C:2]1[CH:3]=[C:4]2[C:9]([NH:22][C@@H:20]([C:17]3([F:16])[CH2:19][CH2:18]3)[CH3:21])=[C:8]([C:11]([NH2:13])=[O:12])[CH:7]=[N:6][N:5]2[CH:14]=1, predict the reactants needed to synthesize it. (3) Given the product [Br:10][C:7]1[CH:6]=[CH:5][C:4]([NH2:9])=[C:3]([O:2][CH3:1])[CH:8]=1, predict the reactants needed to synthesize it. The reactants are: [CH3:1][O:2][C:3]1[C:4]([NH2:9])=[CH:5][CH:6]=[CH:7][CH:8]=1.[Br:10]C1C(=O)C(Br)=CC(Br)(Br)C=1. (4) The reactants are: [C:1]([OH:8])(=[O:7])/[CH:2]=[CH:3]/[C:4]([OH:6])=[O:5].[F:9][C:10]1[CH:15]=[CH:14][CH:13]=[CH:12][C:11]=1[N:16]1[C:24]2[C:19](=[CH:20][CH:21]=[CH:22][CH:23]=2)[C:18]([O:25][CH:26]2[CH2:31][CH2:30][NH:29][CH2:28][CH2:27]2)=[N:17]1.N#N.CC(OC)(C)C. Given the product [C:1]([OH:8])(=[O:7])/[CH:2]=[CH:3]/[C:4]([OH:6])=[O:5].[F:9][C:10]1[CH:15]=[CH:14][CH:13]=[CH:12][C:11]=1[N:16]1[C:24]2[C:19](=[CH:20][CH:21]=[CH:22][CH:23]=2)[C:18]([O:25][CH:26]2[CH2:31][CH2:30][NH:29][CH2:28][CH2:27]2)=[N:17]1, predict the reactants needed to synthesize it.